From a dataset of Full USPTO retrosynthesis dataset with 1.9M reactions from patents (1976-2016). Predict the reactants needed to synthesize the given product. (1) Given the product [ClH:43].[Cl:43][C:39]1[CH:38]=[C:37]2[C:42](=[CH:41][CH:40]=1)[C:33]([CH2:32][N:17]1[C:18](=[O:19])[C@@H:12]([NH:11][C:10](=[O:24])[C@@H:8]([NH:7][CH3:25])[CH3:9])[CH2:13][CH2:14][C:15]3[CH:23]=[CH:22][CH:21]=[CH:20][C:16]1=3)=[C:34]([O:44][CH3:45])[CH:35]=[CH:36]2, predict the reactants needed to synthesize it. The reactants are: C(OC(=O)[N:7]([CH3:25])[C@H:8]([C:10](=[O:24])[NH:11][C@@H:12]1[C:18](=[O:19])[NH:17][C:16]2[CH:20]=[CH:21][CH:22]=[CH:23][C:15]=2[CH2:14][CH2:13]1)[CH3:9])(C)(C)C.CS(O[CH2:32][C:33]1[C:42]2[C:37](=[CH:38][C:39]([Cl:43])=[CH:40][CH:41]=2)[CH:36]=[CH:35][C:34]=1[O:44][CH3:45])(=O)=O. (2) Given the product [Br:26][C:27]1[N:28]=[C:29]([NH:35][C:36]2[CH:37]=[C:38]3[C:42](=[CH:43][CH:44]=2)[CH2:41][N:40]([CH3:2])[CH2:39]3)[C:30](=[O:34])[N:31]([CH3:33])[CH:32]=1, predict the reactants needed to synthesize it. The reactants are: Br[C:2]1C=C(NC2C=CC(N3CCN(C(C)C)CC3)=CN=2)C(=O)N(C)C=1.[Br:26][C:27]1[N:28]=[C:29]([NH:35][C:36]2[CH:37]=[C:38]3[C:42](=[CH:43][CH:44]=2)[CH2:41][NH:40][CH2:39]3)[C:30](=[O:34])[N:31]([CH3:33])[CH:32]=1.